Dataset: Forward reaction prediction with 1.9M reactions from USPTO patents (1976-2016). Task: Predict the product of the given reaction. Given the reactants [CH:1]1([CH:7]([C:9]2[CH:13]=[C:12]([C:14]3[CH:19]=[CH:18][C:17]([C:20]([F:23])([F:22])[F:21])=[CH:16][CH:15]=3)[O:11][C:10]=2[CH2:24][O:25][CH2:26][CH3:27])O)[CH2:6][CH2:5][CH2:4][CH2:3][CH2:2]1.C(Cl)(=O)C([Cl:31])=O.C(N(CC)CC)C.O, predict the reaction product. The product is: [Cl:31][CH:7]([CH:1]1[CH2:6][CH2:5][CH2:4][CH2:3][CH2:2]1)[C:9]1[CH:13]=[C:12]([C:14]2[CH:19]=[CH:18][C:17]([C:20]([F:23])([F:22])[F:21])=[CH:16][CH:15]=2)[O:11][C:10]=1[CH2:24][O:25][CH2:26][CH3:27].